Dataset: Peptide-MHC class I binding affinity with 185,985 pairs from IEDB/IMGT. Task: Regression. Given a peptide amino acid sequence and an MHC pseudo amino acid sequence, predict their binding affinity value. This is MHC class I binding data. (1) The peptide sequence is PSSKPDWFY. The MHC is HLA-A03:01 with pseudo-sequence HLA-A03:01. The binding affinity (normalized) is 0.0847. (2) The peptide sequence is WTDLFDNKV. The MHC is HLA-A24:03 with pseudo-sequence HLA-A24:03. The binding affinity (normalized) is 0.0847. (3) The peptide sequence is GEVFIAQSKG. The MHC is HLA-B18:01 with pseudo-sequence HLA-B18:01. The binding affinity (normalized) is 0. (4) The peptide sequence is WTLVVLLI. The MHC is HLA-A03:01 with pseudo-sequence HLA-A03:01. The binding affinity (normalized) is 0.127. (5) The peptide sequence is RILHNFAYSL. The MHC is HLA-A68:02 with pseudo-sequence HLA-A68:02. The binding affinity (normalized) is 0.180. (6) The peptide sequence is NPGGYCLTKWMILAA. The MHC is H-2-Db with pseudo-sequence H-2-Db. The binding affinity (normalized) is 0.155. (7) The peptide sequence is FATCGIFAL. The MHC is H-2-Kb with pseudo-sequence H-2-Kb. The binding affinity (normalized) is 0.00486. (8) The peptide sequence is FNAPALQEAY. The MHC is HLA-A30:02 with pseudo-sequence HLA-A30:02. The binding affinity (normalized) is 0.462. (9) The peptide sequence is RFKTKGRYNL. The MHC is HLA-A24:02 with pseudo-sequence HLA-A24:02. The binding affinity (normalized) is 0.412.